This data is from Forward reaction prediction with 1.9M reactions from USPTO patents (1976-2016). The task is: Predict the product of the given reaction. (1) The product is: [C:12]12([CH2:22][N:23]3[CH2:28][CH2:27][CH:26]([NH:29][C:10]([NH:9][C:5]4[CH:6]=[CH:7][CH:8]=[C:3]([S:2][CH3:1])[CH:4]=4)=[O:11])[CH2:25][CH2:24]3)[CH2:13][CH:14]3[CH2:20][CH:18]([CH2:17][CH:16]([CH2:15]3)[CH2:21]1)[CH2:19]2. Given the reactants [CH3:1][S:2][C:3]1[CH:4]=[C:5]([N:9]=[C:10]=[O:11])[CH:6]=[CH:7][CH:8]=1.[C:12]12([CH2:22][N:23]3[CH2:28][CH2:27][CH:26]([NH2:29])[CH2:25][CH2:24]3)[CH2:21][CH:16]3[CH2:17][CH:18]([CH2:20][CH:14]([CH2:15]3)[CH2:13]1)[CH2:19]2, predict the reaction product. (2) The product is: [C:7]1([C:4]2[S:5][CH:6]=[CH:2][CH:3]=2)[CH:12]=[CH:13][CH:8]=[CH:9][CH:10]=1. Given the reactants Br[C:2]1[CH:3]=[C:4]([CH3:7])[S:5][CH:6]=1.[C:8]1(B(O)O)[CH:13]=[CH:12]C=[CH:10][CH:9]=1.C1C=CC(P(C2C=CC=CC=2)C2C=CC=CC=2)=CC=1.C([O-])([O-])=O.[Na+].[Na+], predict the reaction product.